From a dataset of Forward reaction prediction with 1.9M reactions from USPTO patents (1976-2016). Predict the product of the given reaction. (1) Given the reactants [CH2:1]([O:8][C:9]1[CH:10]=[CH:11][C:12]2[C:13]3[N:21]([CH2:22][C:23]([NH2:26])([CH3:25])[CH3:24])[C:20]([CH2:27][O:28][CH2:29][CH3:30])=[N:19][C:14]=3[CH:15]=[N:16][C:17]=2[CH:18]=1)[C:2]1[CH:7]=[CH:6][CH:5]=[CH:4][CH:3]=1.[CH:31]([N:34]=[C:35]=[O:36])([CH3:33])[CH3:32], predict the reaction product. The product is: [CH2:1]([O:8][C:9]1[CH:10]=[CH:11][C:12]2[C:13]3[N:21]([CH2:22][C:23]([NH:26][C:35]([NH:34][CH:31]([CH3:33])[CH3:32])=[O:36])([CH3:24])[CH3:25])[C:20]([CH2:27][O:28][CH2:29][CH3:30])=[N:19][C:14]=3[CH:15]=[N:16][C:17]=2[CH:18]=1)[C:2]1[CH:7]=[CH:6][CH:5]=[CH:4][CH:3]=1. (2) Given the reactants [C:1]([O:5][C:6]([N:8]1[CH2:12][CH2:11][CH2:10][C@H:9]1[CH2:13][NH:14][C:15]1[CH:20]=[CH:19][C:18]([C:21]2[CH:26]=[CH:25][CH:24]=[CH:23][CH:22]=2)=[CH:17][C:16]=1[O:27][C:28]1[CH:33]=[CH:32][C:31]([C:34]([OH:36])=O)=[CH:30][CH:29]=1)=[O:7])([CH3:4])([CH3:3])[CH3:2].[CH2:37]([NH:39][CH2:40][CH3:41])[CH3:38].C1CN([P+](ON2N=NC3C=CC=CC2=3)(N2CCCC2)N2CCCC2)CC1.F[P-](F)(F)(F)(F)F.C1C=CC2N(O)N=NC=2C=1.CCN(C(C)C)C(C)C, predict the reaction product. The product is: [C:1]([O:5][C:6]([N:8]1[CH2:12][CH2:11][CH2:10][C@H:9]1[CH2:13][NH:14][C:15]1[CH:20]=[CH:19][C:18]([C:21]2[CH:26]=[CH:25][CH:24]=[CH:23][CH:22]=2)=[CH:17][C:16]=1[O:27][C:28]1[CH:33]=[CH:32][C:31]([C:34](=[O:36])[N:39]([CH2:40][CH3:41])[CH2:37][CH3:38])=[CH:30][CH:29]=1)=[O:7])([CH3:2])([CH3:4])[CH3:3]. (3) Given the reactants [Cl:1][C:2]1[N:7]=[C:6](Cl)[CH:5]=[CH:4][N:3]=1.[CH2:9]([NH2:16])[C:10]1[CH:15]=[CH:14][CH:13]=[CH:12][CH:11]=1.C(N(CC)C(C)C)(C)C, predict the reaction product. The product is: [CH2:9]([NH:16][C:6]1[CH:5]=[CH:4][N:3]=[C:2]([Cl:1])[N:7]=1)[C:10]1[CH:15]=[CH:14][CH:13]=[CH:12][CH:11]=1. (4) Given the reactants [F:1][C:2]([F:20])([F:19])[C:3]1[CH:8]=[CH:7][C:6]([C@@H:9]2[C:18]3[C:13](=[CH:14][CH:15]=[CH:16][CH:17]=3)[CH2:12][CH2:11][NH:10]2)=[CH:5][CH:4]=1.CCN(C(C)C)C(C)C.[C:30](OC(=O)C)(=[O:32])[CH3:31].O, predict the reaction product. The product is: [F:20][C:2]([F:1])([F:19])[C:3]1[CH:4]=[CH:5][C:6]([C@@H:9]2[C:18]3[C:13](=[CH:14][CH:15]=[CH:16][CH:17]=3)[CH2:12][CH2:11][N:10]2[C:30](=[O:32])[CH3:31])=[CH:7][CH:8]=1. (5) Given the reactants Cl[C:2]1[CH:7]=[CH:6][N:5]=[C:4]([C:8]([O:10][CH2:11][CH3:12])=[O:9])[CH:3]=1.[F:13][C:14]1[CH:15]=[C:16]([OH:23])[CH:17]=[CH:18][C:19]=1[N+:20]([O-:22])=[O:21].ClC1C=CC=CC=1.C(=O)([O-])O.[Na+], predict the reaction product. The product is: [F:13][C:14]1[CH:15]=[C:16]([CH:17]=[CH:18][C:19]=1[N+:20]([O-:22])=[O:21])[O:23][C:2]1[CH:7]=[CH:6][N:5]=[C:4]([C:8]([O:10][CH2:11][CH3:12])=[O:9])[CH:3]=1.